This data is from Reaction yield outcomes from USPTO patents with 853,638 reactions. The task is: Predict the reaction yield, written as a fraction of the theoretical maximum amount of product (1.0 means a 100% yield; for example, 0.34 means a 34% yield). (1) The reactants are [Br:1][C:2]1[CH:3]=[C:4]([CH2:13][C@@H:14]([CH2:19][C:20]([O:22][CH3:23])=[O:21])[C:15]([O:17]C)=O)[C:5]([CH2:11]Cl)=[C:6]2[C:10]=1[NH:9][N:8]=[CH:7]2.C(=O)([O-])[O-].[K+].[K+].[NH2:30][CH2:31][CH:32]1[CH2:34][CH2:33]1. The catalyst is C(#N)C. The yield is 0.640. The product is [CH3:23][O:22][C:20](=[O:21])[CH2:19][C@H:14]1[C:15](=[O:17])[N:30]([CH2:31][CH:32]2[CH2:34][CH2:33]2)[CH2:11][C:5]2[C:6]3[CH:7]=[N:8][NH:9][C:10]=3[C:2]([Br:1])=[CH:3][C:4]=2[CH2:13]1. (2) The reactants are [OH:1][CH2:2][C:3]1[NH:4][CH:5]=[C:6]([O:10][CH2:11][C:12]2[CH:17]=[CH:16][C:15]([O:18][CH3:19])=[CH:14][CH:13]=2)[C:7](=[O:9])[CH:8]=1.[C:20](Cl)(=[O:22])[CH3:21]. The catalyst is N1C=CC=CC=1. The product is [C:20]([O:1][CH2:2][C:3]1[NH:4][CH:5]=[C:6]([O:10][CH2:11][C:12]2[CH:13]=[CH:14][C:15]([O:18][CH3:19])=[CH:16][CH:17]=2)[C:7](=[O:9])[CH:8]=1)(=[O:22])[CH3:21]. The yield is 0.500.